Dataset: Full USPTO retrosynthesis dataset with 1.9M reactions from patents (1976-2016). Task: Predict the reactants needed to synthesize the given product. Given the product [Cl:5][C:6]1[CH:11]=[CH:10][CH:9]=[CH:8][C:7]=1[C:12]1([CH2:17][CH3:18])[C:19]2[C:20](=[CH:21][CH:22]=[C:23]([O:25][CH2:26][CH3:27])[CH:24]=2)[NH:28][C:13]1=[O:14], predict the reactants needed to synthesize it. The reactants are: C(O)(=O)C.[Cl:5][C:6]1[CH:11]=[CH:10][CH:9]=[CH:8][C:7]=1[C:12]([C:19]1[CH:24]=[C:23]([O:25][CH2:26][CH3:27])[CH:22]=[CH:21][C:20]=1[N+:28]([O-])=O)([CH2:17][CH3:18])[C:13](OC)=[O:14].CCCCC.